This data is from Catalyst prediction with 721,799 reactions and 888 catalyst types from USPTO. The task is: Predict which catalyst facilitates the given reaction. (1) Reactant: [Cl:1][C:2]1[CH:9]=[CH:8][C:5]([CH2:6]Br)=[CH:4][CH:3]=1.[CH2:10]([O:12][C:13](=[O:37])[C:14]1[CH:19]=[CH:18][CH:17]=[C:16]([N:20]2[C:24]([CH3:25])=[CH:23][CH:22]=[C:21]2[C:26]2[CH:31]=[C:30]([S:32]([CH3:35])(=[O:34])=[O:33])[CH:29]=[CH:28][C:27]=2[OH:36])[CH:15]=1)[CH3:11].C([O-])([O-])=O.[K+].[K+]. Product: [CH2:10]([O:12][C:13](=[O:37])[C:14]1[CH:19]=[CH:18][CH:17]=[C:16]([N:20]2[C:24]([CH3:25])=[CH:23][CH:22]=[C:21]2[C:26]2[CH:31]=[C:30]([S:32]([CH3:35])(=[O:33])=[O:34])[CH:29]=[CH:28][C:27]=2[O:36][CH2:6][C:5]2[CH:8]=[CH:9][C:2]([Cl:1])=[CH:3][CH:4]=2)[CH:15]=1)[CH3:11]. The catalyst class is: 31. (2) Reactant: [CH3:1][C@@:2]12[C@@H:10]([OH:11])[C@H:9]([OH:12])[C@H:8]([OH:13])[C@H:7]1[C@@H:6]1[CH2:14][CH2:15][C:16]3[CH:21]=[C:20]([OH:22])[CH:19]=[CH:18][C:17]=3[C@H:5]1[CH2:4][CH2:3]2.C([O-])([O-])=O.[K+].[K+]. Product: [CH3:1][C@@:2]12[C@@H:10]([OH:11])[C@H:9]([OH:12])[C@H:8]([OH:13])[C@H:7]1[C@@H:6]1[CH2:14][CH2:15][C:16]3[CH:21]=[C:20]([OH:22])[CH:19]=[CH:18][C:17]=3[C@H:5]1[CH2:4][CH2:3]2.[CH3:1][C@@:2]12[C:10](=[O:11])[CH2:9][CH2:8][C@H:7]1[C@H:6]1[C@@H:5]([C:17]3[CH:18]=[CH:19][C:20]([OH:22])=[CH:21][C:16]=3[CH2:15][CH2:14]1)[CH2:4][CH2:3]2. The catalyst class is: 5. (3) Reactant: [C:12]([O:11][C:9](O[C:9]([O:11][C:12]([CH3:15])([CH3:14])[CH3:13])=[O:10])=[O:10])([CH3:15])([CH3:14])[CH3:13].[NH:16]1[CH2:21][CH2:20][CH:19]([CH2:22][OH:23])[CH2:18][CH2:17]1.C(OCC)(=O)C. Product: [OH:23][CH2:22][CH:19]1[CH2:20][CH2:21][N:16]([C:9]([O:11][C:12]([CH3:13])([CH3:14])[CH3:15])=[O:10])[CH2:17][CH2:18]1. The catalyst class is: 7. (4) Reactant: [Cl:1][C:2]1[C:11]2[C:6](=[CH:7][C:8]([F:13])=[CH:9][C:10]=2[F:12])[N:5]=[C:4]([C:14]2[CH:15]=[N:16][CH:17]=[C:18](SC)[CH:19]=2)[C:3]=1[CH3:22].O[O:24][S:25]([O-:27])=O.[K+].[CH2:29]1COCC1. Product: [Cl:1][C:2]1[C:11]2[C:6](=[CH:7][C:8]([F:13])=[CH:9][C:10]=2[F:12])[N:5]=[C:4]([C:14]2[CH:15]=[N:16][CH:17]=[C:18]([S:25]([CH3:29])(=[O:27])=[O:24])[CH:19]=2)[C:3]=1[CH3:22]. The catalyst class is: 238. (5) Reactant: Br[CH2:2][C:3]1[N:7]([C:8]2[CH:13]=[CH:12][CH:11]=[CH:10][C:9]=2[F:14])[N:6]=[N:5][C:4]=1[C:15]([N:17]([CH2:39][CH:40]([CH3:42])[CH3:41])[C@H:18]1[CH2:23][C@@H:22]([C:24]([N:26]2[CH2:31][CH2:30][O:29][CH2:28][CH2:27]2)=[O:25])[CH2:21][N:20]([C:32]([O:34][C:35]([CH3:38])([CH3:37])[CH3:36])=[O:33])[CH2:19]1)=[O:16].[P:43](OCC)([O:48][CH2:49][CH3:50])([O:45][CH2:46][CH3:47])=[O:44]. Product: [CH2:46]([O:45][P:43]([CH2:2][C:3]1[N:7]([C:8]2[CH:13]=[CH:12][CH:11]=[CH:10][C:9]=2[F:14])[N:6]=[N:5][C:4]=1[C:15]([N:17]([CH2:39][CH:40]([CH3:42])[CH3:41])[C@H:18]1[CH2:23][C@@H:22]([C:24]([N:26]2[CH2:31][CH2:30][O:29][CH2:28][CH2:27]2)=[O:25])[CH2:21][N:20]([C:32]([O:34][C:35]([CH3:38])([CH3:37])[CH3:36])=[O:33])[CH2:19]1)=[O:16])([O:48][CH2:49][CH3:50])=[O:44])[CH3:47]. The catalyst class is: 39.